This data is from Catalyst prediction with 721,799 reactions and 888 catalyst types from USPTO. The task is: Predict which catalyst facilitates the given reaction. (1) Reactant: Cl[C:2]1[C:11]2[C:6](=[CH:7][CH:8]=[C:9]([N:12]3[CH2:17][CH2:16][CH2:15][CH2:14][C:13]3=[O:18])[CH:10]=2)[CH:5]=[N:4][CH:3]=1.[CH3:19][N:20]1[CH:24]=[C:23]([C:25]2[CH:30]=[CH:29][C:28](B3OC(C)(C)C(C)(C)O3)=[CH:27][CH:26]=2)[CH:22]=[N:21]1.C(=O)([O-])[O-].[Na+].[Na+].C(#N)C. Product: [CH3:19][N:20]1[CH:24]=[C:23]([C:25]2[CH:26]=[CH:27][C:28]([C:2]3[C:11]4[C:6](=[CH:7][CH:8]=[C:9]([N:12]5[CH2:17][CH2:16][CH2:15][CH2:14][C:13]5=[O:18])[CH:10]=4)[CH:5]=[N:4][CH:3]=3)=[CH:29][CH:30]=2)[CH:22]=[N:21]1. The catalyst class is: 6. (2) Reactant: C(OC([N:8]1[CH2:13][CH:12]=[C:11]([C:14]2[CH:32]=[N:31][C:17]3[NH:18][CH2:19][CH2:20][N:21]([CH2:22][C:23]4[CH:28]=[C:27]([Cl:29])[CH:26]=[CH:25][C:24]=4[Cl:30])[C:16]=3[CH:15]=2)[CH2:10][CH2:9]1)=O)(C)(C)C. Product: [Cl:30][C:24]1[CH:25]=[CH:26][C:27]([Cl:29])=[CH:28][C:23]=1[CH2:22][N:21]1[CH2:20][CH2:19][NH:18][C:17]2[N:31]=[CH:32][C:14]([C:11]3[CH2:12][CH2:13][NH:8][CH2:9][CH:10]=3)=[CH:15][C:16]1=2. The catalyst class is: 557. (3) Reactant: [CH2:1]([O:5][C:6]1[N:14]=[C:13]2[C:9]([N:10]=[C:11]([O:21]C)[N:12]2[CH2:15][CH:16]2[CH2:20][CH2:19][O:18][CH2:17]2)=[C:8]([NH2:23])[N:7]=1)[CH2:2][CH2:3][CH3:4].Cl.O.C(=O)(O)[O-].[Na+]. Product: [NH2:23][C:8]1[N:7]=[C:6]([O:5][CH2:1][CH2:2][CH2:3][CH3:4])[N:14]=[C:13]2[C:9]=1[NH:10][C:11](=[O:21])[N:12]2[CH2:15][CH:16]1[CH2:20][CH2:19][O:18][CH2:17]1. The catalyst class is: 71. (4) Reactant: [I-].[Na+].Cl[Si](C)(C)C.[CH:8]1([N:12]2[CH:17]=[C:16]([O:18]C)[C:15](=[O:20])[C:14]([C:21]3[N:25]([C:26]4[CH:31]=[CH:30][CH:29]=[CH:28][CH:27]=4)[N:24]=[CH:23][CH:22]=3)=[N:13]2)[CH2:11][CH2:10][CH2:9]1.O. Product: [CH:8]1([N:12]2[CH:17]=[C:16]([OH:18])[C:15](=[O:20])[C:14]([C:21]3[N:25]([C:26]4[CH:27]=[CH:28][CH:29]=[CH:30][CH:31]=4)[N:24]=[CH:23][CH:22]=3)=[N:13]2)[CH2:11][CH2:10][CH2:9]1. The catalyst class is: 10. (5) Reactant: C(OC([NH:8][C@@H:9]([CH2:17][CH2:18][CH:19]([CH2:27][C:28]1[CH:33]=[CH:32][C:31]([O:34][CH2:35][CH2:36][F:37])=[CH:30][N:29]=1)[C:20]([O:22]C(C)(C)C)=[O:21])[C:10]([O:12]C(C)(C)C)=[O:11])=O)(C)(C)C.FC(F)(F)C(O)=O. Product: [NH2:8][C@@H:9]([CH2:17][CH2:18][CH:19]([CH2:27][C:28]1[CH:33]=[CH:32][C:31]([O:34][CH2:35][CH2:36][F:37])=[CH:30][N:29]=1)[C:20]([OH:22])=[O:21])[C:10]([OH:12])=[O:11]. The catalyst class is: 520. (6) Reactant: [CH3:1][C:2]1[CH:3]=[C:4]([CH:8]([C:10]2[CH:11]=[N:12][C:13]([O:16][CH3:17])=[CH:14][CH:15]=2)[OH:9])[O:5][C:6]=1[CH3:7]. Product: [CH3:1][C:2]1[CH:3]=[C:4]([C:8]([C:10]2[CH:11]=[N:12][C:13]([O:16][CH3:17])=[CH:14][CH:15]=2)=[O:9])[O:5][C:6]=1[CH3:7]. The catalyst class is: 428. (7) Reactant: [C:1]([O:5][C@@H:6]([C:12]1[C:38]([CH3:39])=[CH:37][C:15]2[N:16]=[C:17]([C:19]3[CH:24]=[CH:23][N:22]=[C:21]([C:25]4[CH:33]=[C:32]5[C:28]([C:29](=[O:36])[N:30]([CH3:35])[N:31]5[CH3:34])=[CH:27][CH:26]=4)[CH:20]=3)[S:18][C:14]=2[C:13]=1[C:40]1[CH:45]=[CH:44][C:43]([Cl:46])=[CH:42][CH:41]=1)[C:7]([O:9]CC)=[O:8])([CH3:4])([CH3:3])[CH3:2].[OH-].[Na+]. Product: [C:1]([O:5][C@@H:6]([C:12]1[C:38]([CH3:39])=[CH:37][C:15]2[N:16]=[C:17]([C:19]3[CH:24]=[CH:23][N:22]=[C:21]([C:25]4[CH:33]=[C:32]5[C:28]([C:29](=[O:36])[N:30]([CH3:35])[N:31]5[CH3:34])=[CH:27][CH:26]=4)[CH:20]=3)[S:18][C:14]=2[C:13]=1[C:40]1[CH:41]=[CH:42][C:43]([Cl:46])=[CH:44][CH:45]=1)[C:7]([OH:9])=[O:8])([CH3:4])([CH3:2])[CH3:3]. The catalyst class is: 36. (8) Reactant: Cl[C:2]1[N:7]=[C:6]([CH2:8][N:9]2[C:17](=[O:18])[C:16]3[C:11](=[CH:12][CH:13]=[CH:14][CH:15]=3)[C:10]2=[O:19])[CH:5]=[C:4]([C:20]2[CH:25]=[CH:24][C:23]([C:26]([F:29])([F:28])[F:27])=[CH:22][CH:21]=2)[N:3]=1.[N:30]1[CH:35]=[CH:34][CH:33]=[C:32](B(O)O)[CH:31]=1.[O-]P([O-])([O-])=O.[K+].[K+].[K+]. Product: [N:30]1[CH:35]=[CH:34][CH:33]=[C:32]([C:2]2[N:7]=[C:6]([CH2:8][N:9]3[C:17](=[O:18])[C:16]4[C:11](=[CH:12][CH:13]=[CH:14][CH:15]=4)[C:10]3=[O:19])[CH:5]=[C:4]([C:20]3[CH:25]=[CH:24][C:23]([C:26]([F:29])([F:28])[F:27])=[CH:22][CH:21]=3)[N:3]=2)[CH:31]=1. The catalyst class is: 108. (9) Reactant: Cl.[CH3:2][O:3][C:4]([C@H:6]1[NH:22][C:21](=[O:23])[C@H:20](C(C)C)[NH:19][C:18](=[O:27])[C@@H:17]([NH2:28])[CH2:16][C:15]2=[CH:29][CH:30]=[C:12]([CH:13]=[CH:14]2)[O:11][CH2:10][CH2:9][CH2:8][CH2:7]1)=[O:5].Cl[C:32]([O:34][CH2:35][C:36]1[CH:41]=[CH:40][CH:39]=[CH:38][CH:37]=1)=[O:33].CCN([CH:48]([CH3:50])[CH3:49])C(C)C.[CH3:51]COC(C)=O.C(Cl)Cl. Product: [CH3:2][O:3][C:4]([C@H:6]1[NH:22][C:21](=[O:23])[C@H:20]([CH2:49][CH:48]([CH3:50])[CH3:51])[NH:19][C:18](=[O:27])[C@@H:17]([NH:28][C:32]([O:34][CH2:35][C:36]2[CH:41]=[CH:40][CH:39]=[CH:38][CH:37]=2)=[O:33])[CH2:16][C:15]2=[CH:29][CH:30]=[C:12]([CH:13]=[CH:14]2)[O:11][CH2:10][CH2:9][CH2:8][CH2:7]1)=[O:5]. The catalyst class is: 3.